This data is from Peptide-MHC class I binding affinity with 185,985 pairs from IEDB/IMGT. The task is: Regression. Given a peptide amino acid sequence and an MHC pseudo amino acid sequence, predict their binding affinity value. This is MHC class I binding data. (1) The peptide sequence is KRNKDGIPA. The MHC is Mamu-B03 with pseudo-sequence Mamu-B03. The binding affinity (normalized) is 0.385. (2) The peptide sequence is ESENISEPY. The MHC is HLA-A69:01 with pseudo-sequence HLA-A69:01. The binding affinity (normalized) is 0.0847. (3) The peptide sequence is LEKASFIEV. The MHC is HLA-B44:02 with pseudo-sequence HLA-B44:02. The binding affinity (normalized) is 0.153.